Dataset: Full USPTO retrosynthesis dataset with 1.9M reactions from patents (1976-2016). Task: Predict the reactants needed to synthesize the given product. (1) Given the product [OH:4][C:3]1[C:5]2[C:11](=[CH:10][CH:15]=[CH:14][CH:13]=2)[C:12]2[CH:9]=[CH:8][O:7][C:1]=2[CH:2]=1, predict the reactants needed to synthesize it. The reactants are: [C:1]([O:7][CH2:8][CH3:9])(=O)[CH2:2][C:3]([CH3:5])=[O:4].[CH:10]1[CH:11]=[CH:12][C:13]2C(=O)C=CC(=O)[C:14]=2[CH:15]=1. (2) Given the product [CH3:2][O:3][C:4]([C@@H:6]1[C@@H:10]([OH:11])[CH2:9][CH2:8][N:7]1[C:19]([O:21][C:22]([CH3:25])([CH3:24])[CH3:23])=[O:20])=[O:5], predict the reactants needed to synthesize it. The reactants are: Cl.[CH3:2][O:3][C:4]([C@@H:6]1[C@@H:10]([OH:11])[CH2:9][CH2:8][NH:7]1)=[O:5].CCN(CC)CC.[C:19](O[C:19]([O:21][C:22]([CH3:25])([CH3:24])[CH3:23])=[O:20])([O:21][C:22]([CH3:25])([CH3:24])[CH3:23])=[O:20]. (3) Given the product [N:31]1([C:22]([C:9]2[C:10]3[CH2:19][S:18](=[O:20])(=[O:21])[C:17]4[CH:16]=[CH:15][CH:14]=[CH:13][C:12]=4[C:11]=3[N:7]([C:1]3[CH:2]=[CH:3][CH:4]=[CH:5][CH:6]=3)[N:8]=2)=[O:23])[CH2:36][CH2:35][O:34][CH2:33][CH2:32]1, predict the reactants needed to synthesize it. The reactants are: [C:1]1([N:7]2[C:11]3[C:12]4[CH:13]=[CH:14][CH:15]=[CH:16][C:17]=4[S:18](=[O:21])(=[O:20])[CH2:19][C:10]=3[C:9]([C:22](O)=[O:23])=[N:8]2)[CH:6]=[CH:5][CH:4]=[CH:3][CH:2]=1.C(Cl)(=O)C(Cl)=O.[NH:31]1[CH2:36][CH2:35][O:34][CH2:33][CH2:32]1. (4) The reactants are: B(Cl)(Cl)Cl.[CH3:5][NH:6][C:7]([C:9]1[C:13]2[CH:14]=[C:15]([O:24][CH:25]([CH3:27])C)[C:16]([N:18]3[CH2:23][CH2:22][O:21][CH2:20][CH2:19]3)=[CH:17][C:12]=2[O:11][C:10]=1[C:28]1[CH:33]=[CH:32][C:31]([F:34])=[CH:30][CH:29]=1)=[O:8]. Given the product [CH3:5][NH:6][C:7]([C:9]1[C:13]2[CH:14]=[C:15]([O:24][CH2:25][C:27]3[CH:29]=[CH:28][C:10]([O:11][CH3:12])=[CH:9][CH:7]=3)[C:16]([N:18]3[CH2:19][CH2:20][O:21][CH2:22][CH2:23]3)=[CH:17][C:12]=2[O:11][C:10]=1[C:28]1[CH:29]=[CH:30][C:31]([F:34])=[CH:32][CH:33]=1)=[O:8], predict the reactants needed to synthesize it. (5) Given the product [F:23][C:20]1[CH:19]=[CH:18][C:17]([C:15]2[N:16]=[C:12]([C@H:11]3[CH2:10][C:3]4[C:4]5[C:9](=[CH:8][CH:7]=[CH:6][CH:5]=5)[NH:1][C:2]=4[CH:33]([C:34]([OH:36])=[O:35])[NH:24]3)[NH:13][CH:14]=2)=[CH:22][CH:21]=1, predict the reactants needed to synthesize it. The reactants are: [NH:1]1[C:9]2[C:4](=[CH:5][CH:6]=[CH:7][CH:8]=2)[C:3]([CH2:10][C@@H:11]([NH:24]C(=O)OC(C)(C)C)[C:12]2[NH:13][CH:14]=[C:15]([C:17]3[CH:22]=[CH:21][C:20]([F:23])=[CH:19][CH:18]=3)[N:16]=2)=[CH:2]1.F[C:33](F)(F)[C:34]([OH:36])=[O:35].O.C(O)(=O)C=O.C([O-])([O-])=O.[K+].[K+]. (6) Given the product [ClH:23].[NH2:11][C@@H:12]([CH3:22])[C:13](=[O:21])[CH2:14][CH2:15][C:16]([O:18][CH2:19][CH3:20])=[O:17], predict the reactants needed to synthesize it. The reactants are: C(OC([NH:11][C@@H:12]([CH3:22])[C:13](=[O:21])[CH2:14][CH2:15][C:16]([O:18][CH2:19][CH3:20])=[O:17])=O)C1C=CC=CC=1.[ClH:23].C(OCC)(=O)C.[H][H]. (7) Given the product [CH3:12][C:13]([CH2:29][CH2:30][CH2:31][CH:32]([CH3:39])[CH2:33][CH2:34][CH2:35][CH:36]([CH3:38])[CH3:37])=[CH:14][CH2:15][CH2:16][CH2:17][O:3][CH2:4][C:5]([CH2:10][OH:11])([CH2:8][OH:9])[CH2:6][OH:7], predict the reactants needed to synthesize it. The reactants are: [H-].[Na+].[OH:3][CH2:4][C:5]([CH2:10][OH:11])([CH2:8][OH:9])[CH2:6][OH:7].[CH3:12][C:13]([CH2:29][CH2:30][CH2:31][CH:32]([CH3:39])[CH2:33][CH2:34][CH2:35][CH:36]([CH3:38])[CH3:37])=[CH:14][CH2:15][CH2:16][CH2:17]OS(C1C=CC(C)=CC=1)(=O)=O.O. (8) Given the product [Br:19][CH2:1][C:2]1[CH:11]=[C:10]2[C:5]([CH:6]=[CH:7][CH:8]=[N:9]2)=[CH:4][CH:3]=1, predict the reactants needed to synthesize it. The reactants are: [CH3:1][C:2]1[CH:11]=[C:10]2[C:5]([CH:6]=[CH:7][CH:8]=[N:9]2)=[CH:4][CH:3]=1.C1C(=O)N([Br:19])C(=O)C1.CC(N=NC(C#N)(C)C)(C#N)C. (9) Given the product [Cl:1][C:2]1[C:3]([O:12][C:13]2[CH:18]=[C:17]([F:19])[C:16]([C:20]([F:23])([F:21])[F:22])=[CH:15][C:14]=2[C:24]2[CH:29]=[CH:28][N:27]=[N:26][CH:25]=2)=[CH:4][C:5]2[O:9][N:8]=[C:7]([NH:10][S:31]([CH3:30])(=[O:33])=[O:32])[C:6]=2[CH:11]=1, predict the reactants needed to synthesize it. The reactants are: [Cl:1][C:2]1[C:3]([O:12][C:13]2[CH:18]=[C:17]([F:19])[C:16]([C:20]([F:23])([F:22])[F:21])=[CH:15][C:14]=2[C:24]2[CH:29]=[CH:28][N:27]=[N:26][CH:25]=2)=[CH:4][C:5]2[O:9][N:8]=[C:7]([NH2:10])[C:6]=2[CH:11]=1.[CH3:30][S:31](Cl)(=[O:33])=[O:32].C(N(CC)CC)C.